Predict which catalyst facilitates the given reaction. From a dataset of Catalyst prediction with 721,799 reactions and 888 catalyst types from USPTO. (1) Reactant: [CH2:1]([O:8][N:9]1[C:14]2[N:15]=[CH:16][N:17]=[C:18](Cl)[C:13]=2[C:12]([OH:20])=[C:11]([C:21]([O:23]CC)=O)[C:10]1=[O:26])[C:2]1[CH:7]=[CH:6][CH:5]=[CH:4][CH:3]=1.C([N:29]([CH2:32][CH3:33])CC)C.[CH2:34]([NH2:41])[C:35]1[CH:40]=[CH:39][CH:38]=[CH:37][CH:36]=1. Product: [CH2:34]([NH:41][C:21]([C:11]1[C:10](=[O:26])[N:9]([O:8][CH2:1][C:2]2[CH:3]=[CH:4][CH:5]=[CH:6][CH:7]=2)[C:14]2[N:15]=[CH:16][N:17]=[C:18]([NH:29][CH2:32][C:33]3[CH:6]=[CH:7][CH:2]=[CH:3][CH:4]=3)[C:13]=2[C:12]=1[OH:20])=[O:23])[C:35]1[CH:40]=[CH:39][CH:38]=[CH:37][CH:36]=1. The catalyst class is: 12. (2) Reactant: O[CH2:2][C:3]1[N:7]([CH3:8])[C:6](=[O:9])[NH:5][N:4]=1.S(Cl)([Cl:12])=O.[OH-].[Na+]. Product: [Cl:12][CH2:2][C:3]1[N:7]([CH3:8])[C:6](=[O:9])[NH:5][N:4]=1. The catalyst class is: 60. (3) Reactant: [F:1][C:2]1[CH:3]=[C:4]([CH:8]2[CH2:12][CH2:11][CH2:10][N:9]2[C:13]2[CH:18]=[CH:17][N:16]3[N:19]=[CH:20][C:21]([C:22]([O:24]CC)=[O:23])=[C:15]3[N:14]=2)[CH:5]=[N:6][CH:7]=1.[OH-].[Na+].C(O)(=O)CC(CC(O)=O)(C(O)=O)O.[Na+].[Cl-]. Product: [F:1][C:2]1[CH:3]=[C:4]([CH:8]2[CH2:12][CH2:11][CH2:10][N:9]2[C:13]2[CH:18]=[CH:17][N:16]3[N:19]=[CH:20][C:21]([C:22]([OH:24])=[O:23])=[C:15]3[N:14]=2)[CH:5]=[N:6][CH:7]=1. The catalyst class is: 5. (4) Product: [C:11]1([C:12]2[CH:4]=[CH:3][CH:2]=[CH:14][CH:13]=2)[CH:6]=[CH:7][CH:8]=[CH:9][C:10]=1[C:5]1([OH:15])[C:4]2[CH:3]=[C:2]([Br:1])[CH:14]=[CH:13][C:12]=2[C:11]2[C:6]1=[CH:7][CH:8]=[CH:9][CH:10]=2. Reactant: [Br:1][C:2]1[CH:14]=[CH:13][C:12]2[C:11]3[C:6](=[CH:7][CH:8]=[CH:9][CH:10]=3)[C:5](=[O:15])[C:4]=2[CH:3]=1. The catalyst class is: 27. (5) Reactant: [CH2:1]([O:8][C:9]([N:11]1[CH2:16][CH2:15][CH:14]([N:17]=[N+]=[N-])[CH:13]([N:20]=[N+]=[N-])[CH2:12]1)=[O:10])[C:2]1[CH:7]=[CH:6][CH:5]=[CH:4][CH:3]=1.C1(P([C:36]2[CH:41]=[CH:40]C=CC=2)C2C=CC=CC=2)C=CC=CC=1.O.[CH2:43](N(CC)CC)C.[C:50]([O:54][C:55](O[C:55]([O:54][C:50]([CH3:53])([CH3:52])[CH3:51])=[O:56])=[O:56])([CH3:53])([CH3:52])[CH3:51].[C:65]([O:68]CC)(=[O:67])C. Product: [CH2:1]([O:8][C:9]([N:11]1[CH2:16][CH2:15][CH:14]([NH:17][C:55]([O:54][C:50]([CH3:51])([CH3:52])[CH3:53])=[O:56])[CH:13]([NH:20][C:65]([O:68][C:41]([CH3:40])([CH3:36])[CH3:43])=[O:67])[CH2:12]1)=[O:10])[C:2]1[CH:7]=[CH:6][CH:5]=[CH:4][CH:3]=1. The catalyst class is: 168. (6) Reactant: [C:1]([O:5][C:6]([NH:8][C@H:9]1[C:18]2[C:13]3=[C:14]([C:19]4[N:20]([C:23]5[CH:24]=[C:25]([C:36]([O:38][CH3:39])=[O:37])[CH:26]=[CH:27][C:28]=5[C:29]=4[CH:30]4[CH2:35][CH2:34][CH2:33][CH2:32][CH2:31]4)[CH2:21][CH2:22][N:12]3[C:11](=O)[C:10]1([CH3:42])[CH3:41])[CH:15]=[CH:16][CH:17]=2)=[O:7])([CH3:4])([CH3:3])[CH3:2].B.C1COCC1.[Si](Cl)(C)(C)C. Product: [C:1]([O:5][C:6]([NH:8][C@H:9]1[C:18]2[C:13]3=[C:14]([C:19]4[N:20]([C:23]5[CH:24]=[C:25]([C:36]([O:38][CH3:39])=[O:37])[CH:26]=[CH:27][C:28]=5[C:29]=4[CH:30]4[CH2:35][CH2:34][CH2:33][CH2:32][CH2:31]4)[CH2:21][CH2:22][N:12]3[CH2:11][C:10]1([CH3:42])[CH3:41])[CH:15]=[CH:16][CH:17]=2)=[O:7])([CH3:4])([CH3:3])[CH3:2]. The catalyst class is: 1. (7) Reactant: [F:1][C:2]1[CH:3]=[CH:4][C:5]2[C@@H:11]3[CH2:12][N:13]([C:15]([O:17][C:18]([CH3:21])([CH3:20])[CH3:19])=[O:16])[CH2:14][C@H:10]3[CH2:9][NH:8][C:7](=[O:22])[C:6]=2[CH:23]=1.I[CH3:25].[H-].[Na+].O. Product: [F:1][C:2]1[CH:3]=[CH:4][C:5]2[C@@H:11]3[CH2:12][N:13]([C:15]([O:17][C:18]([CH3:19])([CH3:20])[CH3:21])=[O:16])[CH2:14][C@H:10]3[CH2:9][N:8]([CH3:25])[C:7](=[O:22])[C:6]=2[CH:23]=1. The catalyst class is: 7. (8) Reactant: [ClH:1].[Br:2][C:3]1[S:7][C:6]([C:8]([C:11]2[N:15]([CH2:16][CH2:17][C:18]([O:20]CC)=[O:19])[C:14]([CH:23]3[CH2:25][CH2:24]3)=[N:13][N:12]=2)([CH3:10])[CH3:9])=[CH:5][CH:4]=1.[OH-].[Na+]. Product: [ClH:1].[Br:2][C:3]1[S:7][C:6]([C:8]([C:11]2[N:15]([CH2:16][CH2:17][C:18]([OH:20])=[O:19])[C:14]([CH:23]3[CH2:24][CH2:25]3)=[N:13][N:12]=2)([CH3:10])[CH3:9])=[CH:5][CH:4]=1. The catalyst class is: 8.